Dataset: Cav3 T-type calcium channel HTS with 100,875 compounds. Task: Binary Classification. Given a drug SMILES string, predict its activity (active/inactive) in a high-throughput screening assay against a specified biological target. The molecule is O=c1n(c(=O)n(c2nc(n(c12)Cc1ccc(cc1)C)NCCCn1ccnc1)C)C. The result is 0 (inactive).